Regression. Given two drug SMILES strings and cell line genomic features, predict the synergy score measuring deviation from expected non-interaction effect. From a dataset of NCI-60 drug combinations with 297,098 pairs across 59 cell lines. (1) Drug 1: CC1=C2C(C(=O)C3(C(CC4C(C3C(C(C2(C)C)(CC1OC(=O)C(C(C5=CC=CC=C5)NC(=O)C6=CC=CC=C6)O)O)OC(=O)C7=CC=CC=C7)(CO4)OC(=O)C)O)C)OC(=O)C. Drug 2: C1CCC(C(C1)N)N.C(=O)(C(=O)[O-])[O-].[Pt+4]. Cell line: ACHN. Synergy scores: CSS=31.3, Synergy_ZIP=-0.260, Synergy_Bliss=3.30, Synergy_Loewe=0.861, Synergy_HSA=4.06. (2) Drug 1: C1=C(C(=O)NC(=O)N1)N(CCCl)CCCl. Drug 2: CC1=C2C(C(=O)C3(C(CC4C(C3C(C(C2(C)C)(CC1OC(=O)C(C(C5=CC=CC=C5)NC(=O)C6=CC=CC=C6)O)O)OC(=O)C7=CC=CC=C7)(CO4)OC(=O)C)O)C)OC(=O)C. Cell line: M14. Synergy scores: CSS=42.4, Synergy_ZIP=-2.33, Synergy_Bliss=2.46, Synergy_Loewe=-17.9, Synergy_HSA=3.51. (3) Drug 1: CCC(=C(C1=CC=CC=C1)C2=CC=C(C=C2)OCCN(C)C)C3=CC=CC=C3.C(C(=O)O)C(CC(=O)O)(C(=O)O)O. Drug 2: C1=NC(=NC(=O)N1C2C(C(C(O2)CO)O)O)N. Cell line: BT-549. Synergy scores: CSS=32.5, Synergy_ZIP=-9.96, Synergy_Bliss=-3.27, Synergy_Loewe=-3.46, Synergy_HSA=1.11.